This data is from Forward reaction prediction with 1.9M reactions from USPTO patents (1976-2016). The task is: Predict the product of the given reaction. (1) Given the reactants CO[C:3]([C:5]1[N:6]=[C:7]([C:10]2[CH:15]=[CH:14][CH:13]=[C:12]([C:16]3[CH2:17][C:18](=[O:32])[NH:19][C:20]4[CH:26]=[C:25]([N:27]5[CH:31]=[CH:30][CH:29]=[CH:28]5)[CH:24]=[CH:23][C:21]=4[N:22]=3)[CH:11]=2)[O:8][CH:9]=1)=[O:4], predict the reaction product. The product is: [OH:4][CH2:3][CH2:5][NH:6][C:3]([C:5]1[N:6]=[C:7]([C:10]2[CH:15]=[CH:14][CH:13]=[C:12]([C:16]3[CH2:17][C:18](=[O:32])[NH:19][C:20]4[CH:26]=[C:25]([N:27]5[CH:31]=[CH:30][CH:29]=[CH:28]5)[CH:24]=[CH:23][C:21]=4[N:22]=3)[CH:11]=2)[O:8][CH:9]=1)=[O:4]. (2) Given the reactants Cl.Cl.[NH:3]1[C:11]2[C:6](=[CH:7][C:8]([C:12]3[C:20]4[C:19]([NH2:21])=[N:18][CH:17]=[N:16][C:15]=4[N:14]([CH3:22])[CH:13]=3)=[CH:9][CH:10]=2)[CH2:5][CH2:4]1.N1C2C(=CC(C3C4C(N)=NC=NC=4N(C)C=3)=CC=2)CC1.CN([C:46]([O:50]N1N=NC2C=CC=NC1=2)=[N+](C)C)C.F[P-](F)(F)(F)(F)F.C[CH2:68][N:69]([CH:73]([CH3:75])[CH3:74])[CH:70]([CH3:72])C, predict the reaction product. The product is: [CH3:22][N:14]1[C:15]2[N:16]=[CH:17][N:18]=[C:19]([NH2:21])[C:20]=2[C:12]([C:8]2[CH:7]=[C:6]3[C:11](=[CH:10][CH:9]=2)[N:3]([C:46](=[O:50])[CH2:75][C:73]2[N:69]([CH3:68])[CH:70]=[CH:72][CH:74]=2)[CH2:4][CH2:5]3)=[CH:13]1. (3) Given the reactants [CH3:1][N:2]1[CH2:7][CH2:6][N:5]([C:8]2[CH:13]=[CH:12][C:11]([N+:14]([O-])=O)=[C:10]([CH2:17][S:18]([C:21]3[C:30]4[C:25](=[CH:26][CH:27]=[CH:28][CH:29]=4)[CH:24]=[CH:23][CH:22]=3)(=[O:20])=[O:19])[CH:9]=2)[CH2:4][CH2:3]1.[Sn].CO.[OH-].[Na+], predict the reaction product. The product is: [CH3:1][N:2]1[CH2:3][CH2:4][N:5]([C:8]2[CH:13]=[CH:12][C:11]([NH2:14])=[C:10]([CH2:17][S:18]([C:21]3[C:30]4[C:25](=[CH:26][CH:27]=[CH:28][CH:29]=4)[CH:24]=[CH:23][CH:22]=3)(=[O:20])=[O:19])[CH:9]=2)[CH2:6][CH2:7]1. (4) Given the reactants [NH2:1][C:2]1[N:3]([C:16]2[CH:21]=[CH:20][CH:19]=[C:18]([CH2:22][OH:23])[CH:17]=2)[CH:4]=[C:5]([C:9]2[CH:14]=[CH:13][C:12](Cl)=[CH:11][CH:10]=2)[C:6]=1[C:7]#[N:8].O(C1C=CC(C2C(C#N)=[CH:39][NH:40]C=2)=CC=1)C1C=CC=CC=1.C([O:51][CH2:52][CH3:53])(OCC)OCC.O.[C:55]1(C)C=C[C:58](S(O)(=O)=O)=[CH:57][CH:56]=1, predict the reaction product. The product is: [NH2:8][C:7]1[C:6]2[C:5]([C:9]3[CH:14]=[CH:13][C:12]([O:51][C:52]4[CH:53]=[CH:58][CH:57]=[CH:56][CH:55]=4)=[CH:11][CH:10]=3)=[CH:4][N:3]([C:16]3[CH:17]=[C:18]([CH2:22][OH:23])[CH:19]=[CH:20][CH:21]=3)[C:2]=2[N:1]=[CH:39][N:40]=1. (5) Given the reactants [C:1]([C:5]1[O:9][N:8]=[C:7]([N:10]2[C:14](=[O:15])[C:13]([Cl:16])=[C:12]([NH:17]CC3C=CC(OC)=CC=3OC)[CH:11]2[OH:29])[CH:6]=1)([CH3:4])([CH3:3])[CH3:2], predict the reaction product. The product is: [NH2:17][C:12]1[CH:11]([OH:29])[N:10]([C:7]2[CH:6]=[C:5]([C:1]([CH3:3])([CH3:2])[CH3:4])[O:9][N:8]=2)[C:14](=[O:15])[C:13]=1[Cl:16].